Dataset: Catalyst prediction with 721,799 reactions and 888 catalyst types from USPTO. Task: Predict which catalyst facilitates the given reaction. (1) Reactant: [Br-].[C:2]([C:6]1[CH:31]=[CH:30][C:9]([CH2:10][P+](C2C=CC=CC=2)(C2C=CC=CC=2)C2C=CC=CC=2)=[CH:8][CH:7]=1)([O:4][CH3:5])=[O:3].CC(C)([O-])C.[K+].[Cl:38][C:39]1[CH:44]=[CH:43][C:42]([N:45]2[C:53]([CH:54]([CH:57]3[CH2:62][CH2:61][CH2:60][CH2:59][CH2:58]3)[CH:55]=O)=[C:52]3[C:47]([CH2:48][CH2:49][CH2:50][CH2:51]3)=[N:46]2)=[CH:41][CH:40]=1.C(O)(=O)CC(CC(O)=O)(C(O)=O)O. The catalyst class is: 249. Product: [CH3:5][O:4][C:2](=[O:3])[C:6]1[CH:7]=[CH:8][C:9](/[CH:10]=[CH:55]/[CH:54]([C:53]2[N:45]([C:42]3[CH:43]=[CH:44][C:39]([Cl:38])=[CH:40][CH:41]=3)[N:46]=[C:47]3[C:52]=2[CH2:51][CH2:50][CH2:49][CH2:48]3)[CH:57]2[CH2:62][CH2:61][CH2:60][CH2:59][CH2:58]2)=[CH:30][CH:31]=1. (2) Reactant: [I:1][CH2:2][CH2:3][C@H:4]([C:6]1[CH:11]=[CH:10][CH:9]=[CH:8][CH:7]=1)[OH:5].[F:12][C:13]1[C:21]2[CH:20]=[C:19]([C:22]#[N:23])[S:18][C:17]=2[C:16](O)=[CH:15][CH:14]=1. Product: [F:12][C:13]1[C:21]2[CH:20]=[C:19]([C:22]#[N:23])[S:18][C:17]=2[C:16]([O:5][C@H:4]([C:6]2[CH:11]=[CH:10][CH:9]=[CH:8][CH:7]=2)[CH2:3][CH2:2][I:1])=[CH:15][CH:14]=1. The catalyst class is: 1. (3) Reactant: [CH3:1][NH2:2].[OH:3][C:4]1[CH:5]=[C:6]([CH:9]=[CH:10][C:11]=1[O:12][CH3:13])[CH:7]=O.[BH4-].[Na+]. Product: [CH3:13][O:12][C:11]1[CH:10]=[CH:9][C:6]([CH2:7][NH:2][CH3:1])=[CH:5][C:4]=1[OH:3]. The catalyst class is: 8.